Dataset: Full USPTO retrosynthesis dataset with 1.9M reactions from patents (1976-2016). Task: Predict the reactants needed to synthesize the given product. (1) Given the product [F:1][C:2]1[CH:7]=[C:6]([S:8]([CH3:11])(=[O:9])=[O:10])[CH:5]=[CH:4][C:3]=1[O:12][C:14]1[N:19]=[CH:18][N:17]=[C:16]2[N:20]([C@H:23]3[CH2:28][CH2:27][C@H:26]([C:29]4[O:33][N:32]=[C:31]([CH:34]([CH3:36])[CH3:35])[N:30]=4)[CH2:25][CH2:24]3)[N:21]=[CH:22][C:15]=12, predict the reactants needed to synthesize it. The reactants are: [F:1][C:2]1[CH:7]=[C:6]([S:8]([CH3:11])(=[O:10])=[O:9])[CH:5]=[CH:4][C:3]=1[OH:12].Cl[C:14]1[N:19]=[CH:18][N:17]=[C:16]2[N:20]([C@H:23]3[CH2:28][CH2:27][C@H:26]([C:29]4[O:33][N:32]=[C:31]([CH:34]([CH3:36])[CH3:35])[N:30]=4)[CH2:25][CH2:24]3)[N:21]=[CH:22][C:15]=12.C(=O)([O-])[O-].[K+].[K+]. (2) The reactants are: Cl[C:2]([C:4]1[CH:5]=[C:6]([C:14]2[CH:19]=[CH:18][C:17]([C:20]([F:23])([F:22])[F:21])=[CH:16][CH:15]=2)[CH:7]=[CH:8][C:9]=1[O:10]C(=O)C)=[O:3].Cl.[CH2:25]([O:32][C:33]1[CH:38]=[CH:37][C:36]([CH2:39][C@@H:40]([NH2:47])[C:41]2[O:45][N:44]=[C:43]([CH3:46])[N:42]=2)=[CH:35][CH:34]=1)[C:26]1[CH:31]=[CH:30][CH:29]=[CH:28][CH:27]=1.C([O-])(=O)C.C([O-])([O-])=O.[K+].[K+]. Given the product [CH2:25]([O:32][C:33]1[CH:38]=[CH:37][C:36]([CH2:39][C@@H:40]([NH:47][C:2]([C:4]2[CH:5]=[C:6]([C:14]3[CH:19]=[CH:18][C:17]([C:20]([F:21])([F:22])[F:23])=[CH:16][CH:15]=3)[CH:7]=[CH:8][C:9]=2[OH:10])=[O:3])[C:41]2[O:45][N:44]=[C:43]([CH3:46])[N:42]=2)=[CH:35][CH:34]=1)[C:26]1[CH:31]=[CH:30][CH:29]=[CH:28][CH:27]=1, predict the reactants needed to synthesize it. (3) Given the product [C:31]([C:12]1[C:13]2[C:18](=[CH:17][CH:16]=[C:15]([NH:21][C:22]([NH:24][C:25]3[CH:30]=[CH:29][CH:28]=[CH:27][CH:26]=3)=[O:23])[CH:14]=2)[C:19]([OH:20])=[C:10]([C:8]([NH:7][CH2:6][C:5]([CH3:34])([CH3:33])[C:4]([OH:35])=[O:3])=[O:9])[N:11]=1)#[N:32], predict the reactants needed to synthesize it. The reactants are: C([O:3][C:4](=[O:35])[C:5]([CH3:34])([CH3:33])[CH2:6][NH:7][C:8]([C:10]1[N:11]=[C:12]([C:31]#[N:32])[C:13]2[C:18]([C:19]=1[OH:20])=[CH:17][CH:16]=[C:15]([NH:21][C:22]([NH:24][C:25]1[CH:30]=[CH:29][CH:28]=[CH:27][CH:26]=1)=[O:23])[CH:14]=2)=[O:9])C.[OH-].[Na+].